From a dataset of Merck oncology drug combination screen with 23,052 pairs across 39 cell lines. Regression. Given two drug SMILES strings and cell line genomic features, predict the synergy score measuring deviation from expected non-interaction effect. (1) Drug 1: O=P1(N(CCCl)CCCl)NCCCO1. Drug 2: CCN(CC)CCNC(=O)c1c(C)[nH]c(C=C2C(=O)Nc3ccc(F)cc32)c1C. Cell line: COLO320DM. Synergy scores: synergy=12.1. (2) Drug 1: CCC1=CC2CN(C1)Cc1c([nH]c3ccccc13)C(C(=O)OC)(c1cc3c(cc1OC)N(C)C1C(O)(C(=O)OC)C(OC(C)=O)C4(CC)C=CCN5CCC31C54)C2. Drug 2: COC1=C2CC(C)CC(OC)C(O)C(C)C=C(C)C(OC(N)=O)C(OC)C=CC=C(C)C(=O)NC(=CC1=O)C2=O. Cell line: MDAMB436. Synergy scores: synergy=7.21. (3) Drug 1: O=S1(=O)NC2(CN1CC(F)(F)F)C1CCC2Cc2cc(C=CCN3CCC(C(F)(F)F)CC3)ccc2C1. Drug 2: C=CCn1c(=O)c2cnc(Nc3ccc(N4CCN(C)CC4)cc3)nc2n1-c1cccc(C(C)(C)O)n1. Cell line: NCIH1650. Synergy scores: synergy=21.0.